This data is from Reaction yield outcomes from USPTO patents with 853,638 reactions. The task is: Predict the reaction yield, written as a fraction of the theoretical maximum amount of product (1.0 means a 100% yield; for example, 0.34 means a 34% yield). (1) The reactants are Br[C:2]1[CH:9]=[C:8]([NH:10][CH:11]2[CH2:16][CH2:15][O:14][CH2:13][CH2:12]2)[C:5]([C:6]#[N:7])=[C:4]([F:17])[CH:3]=1.[CH3:18][C:19]1[NH:20][C:21]2[CH2:22][C:23]([CH3:31])([CH3:30])[CH2:24][C:25](=[O:29])[C:26]=2[C:27]=1[CH3:28].C([O-])([O-])=O.[K+].[K+].CNCCNC. The catalyst is O1CCOCC1.[Cu]I. The product is [F:17][C:4]1[CH:3]=[C:2]([N:20]2[C:21]3[CH2:22][C:23]([CH3:30])([CH3:31])[CH2:24][C:25](=[O:29])[C:26]=3[C:27]([CH3:28])=[C:19]2[CH3:18])[CH:9]=[C:8]([NH:10][CH:11]2[CH2:16][CH2:15][O:14][CH2:13][CH2:12]2)[C:5]=1[C:6]#[N:7]. The yield is 0.0370. (2) The reactants are [CH:1]([N:4]1[CH2:9][CH2:8][N:7]([C:10]2[CH:17]=[CH:16][C:13]([C:14]#[N:15])=[CH:12][N:11]=2)[CH2:6][CH2:5]1)([CH3:3])[CH3:2].C(O)C.Cl.[NH2:22][OH:23].C(=O)([O-])[O-].[K+].[K+]. The catalyst is O. The product is [OH:23][NH:22][C:14](=[NH:15])[C:13]1[CH:16]=[CH:17][C:10]([N:7]2[CH2:6][CH2:5][N:4]([CH:1]([CH3:2])[CH3:3])[CH2:9][CH2:8]2)=[N:11][CH:12]=1. The yield is 0.760.